From a dataset of Catalyst prediction with 721,799 reactions and 888 catalyst types from USPTO. Predict which catalyst facilitates the given reaction. Reactant: [OH:1][C:2]1[CH:9]=[CH:8][C:5]([CH:6]=[O:7])=[CH:4][CH:3]=1.FC(F)(F)S(O[CH2:16][C:17]([F:20])([F:19])[F:18])(=O)=O.C([O-])([O-])=O.[Cs+].[Cs+].O. Product: [F:18][C:17]([F:20])([F:19])[CH2:16][O:1][C:2]1[CH:9]=[CH:8][C:5]([CH:6]=[O:7])=[CH:4][CH:3]=1. The catalyst class is: 31.